Dataset: Full USPTO retrosynthesis dataset with 1.9M reactions from patents (1976-2016). Task: Predict the reactants needed to synthesize the given product. Given the product [CH3:1][C:2]1[CH:7]=[C:6]([N:8]2[CH2:12][CH2:11][CH:10]([CH2:13][N:14]3[CH2:18][CH2:17][CH2:16][CH:15]3[CH3:19])[CH2:9]2)[CH:5]=[CH:4][C:3]=1[NH:20][C:33]([C:30]1[CH:31]=[CH:32][C:26]2[C:25](=[O:36])[NH:24][CH2:23][C:22](=[O:21])[NH:28][C:27]=2[CH:29]=1)=[O:34], predict the reactants needed to synthesize it. The reactants are: [CH3:1][C:2]1[CH:7]=[C:6]([N:8]2[CH2:12][CH2:11][CH:10]([CH2:13][N:14]3[CH2:18][CH2:17][CH2:16][CH:15]3[CH3:19])[CH2:9]2)[CH:5]=[CH:4][C:3]=1[NH2:20].[O:21]=[C:22]1[NH:28][C:27]2[CH:29]=[C:30]([C:33](O)=[O:34])[CH:31]=[CH:32][C:26]=2[C:25](=[O:36])[NH:24][CH2:23]1.